From a dataset of Full USPTO retrosynthesis dataset with 1.9M reactions from patents (1976-2016). Predict the reactants needed to synthesize the given product. Given the product [Br:8][C:9]1[C:17]2[O:16][C:15]([F:19])([F:18])[O:14][C:13]=2[C:12]([C:25]([OH:27])=[O:26])=[CH:11][CH:10]=1, predict the reactants needed to synthesize it. The reactants are: C(NC(C)C)(C)C.[Br:8][C:9]1[C:17]2[O:16][C:15]([F:19])([F:18])[O:14][C:13]=2[CH:12]=[CH:11][CH:10]=1.C([Li])CCC.[C:25](=[O:27])=[O:26].